Predict the reaction yield, written as a fraction of the theoretical maximum amount of product (1.0 means a 100% yield; for example, 0.34 means a 34% yield). From a dataset of Reaction yield outcomes from USPTO patents with 853,638 reactions. (1) The reactants are [Cl:1][C:2]1[N:3]=[C:4](Cl)[C:5]2[S:10][CH:9]=[C:8]([CH3:11])[C:6]=2[N:7]=1.[C:13]([NH2:17])([CH3:16])([CH3:15])[CH3:14].O. The catalyst is CN(C=O)C. The product is [C:13]([NH:17][C:4]1[C:5]2[S:10][CH:9]=[C:8]([CH3:11])[C:6]=2[N:7]=[C:2]([Cl:1])[N:3]=1)([CH3:16])([CH3:15])[CH3:14]. The yield is 0.934. (2) The reactants are [F:1][C:2]1[CH:3]=[C:4]([N:8]2[CH:12]=[C:11]([NH:13][C:14](=[O:18])[CH:15]([CH3:17])[CH3:16])[C:10]([CH:19]=C)=[N:9]2)[CH:5]=[N:6][CH:7]=1.I([O-])(=O)(=O)=[O:22].[Na+]. The catalyst is O1CCCC1.O.[Os](=O)(=O)(=O)=O. The product is [F:1][C:2]1[CH:3]=[C:4]([N:8]2[CH:12]=[C:11]([NH:13][C:14](=[O:18])[CH:15]([CH3:17])[CH3:16])[C:10]([CH:19]=[O:22])=[N:9]2)[CH:5]=[N:6][CH:7]=1. The yield is 0.880. (3) The reactants are Cl[C:2]1[CH:3]=[C:4]([NH:10][C:11]2[CH:16]=[CH:15][C:14]([C:17]([N:19]3[C@@H:24]([CH3:25])[CH2:23][O:22][CH2:21][C@@H:20]3[CH3:26])=[O:18])=[CH:13][N:12]=2)[C:5](=[O:9])[N:6]([CH3:8])[N:7]=1.[C:27]([O:30][CH2:31][C:32]1[C:33]([N:47]2[CH2:58][CH2:57][N:56]3[C:49](=[CH:50][C:51]4[CH2:52][C:53]([CH3:60])([CH3:59])[CH2:54][C:55]=43)[C:48]2=[O:61])=[N:34][CH:35]=[CH:36][C:37]=1B1OC(C)(C)C(C)(C)O1)(=[O:29])[CH3:28].[O-]P([O-])([O-])=O.[K+].[K+].[K+].C([O-])(=O)C.[Na+]. The catalyst is O.C1C=CC(P(C2C=CC=CC=2)[C-]2C=CC=C2)=CC=1.C1C=CC(P(C2C=CC=CC=2)[C-]2C=CC=C2)=CC=1.Cl[Pd]Cl.[Fe+2].C(#N)C. The product is [C:27]([O:30][CH2:31][C:32]1[C:33]([N:47]2[CH2:58][CH2:57][N:56]3[C:49](=[CH:50][C:51]4[CH2:52][C:53]([CH3:60])([CH3:59])[CH2:54][C:55]=43)[C:48]2=[O:61])=[N:34][CH:35]=[CH:36][C:37]=1[C:2]1[CH:3]=[C:4]([NH:10][C:11]2[CH:16]=[CH:15][C:14]([C:17]([N:19]3[C@@H:24]([CH3:25])[CH2:23][O:22][CH2:21][C@@H:20]3[CH3:26])=[O:18])=[CH:13][N:12]=2)[C:5](=[O:9])[N:6]([CH3:8])[N:7]=1)(=[O:29])[CH3:28]. The yield is 0.520. (4) The reactants are [NH2:1][N:2]1[CH:6]=[CH:5][CH:4]=[C:3]1[C:7]([NH:9][C@H:10]([C:12]1[CH:17]=[CH:16][CH:15]=[CH:14][CH:13]=1)[CH3:11])=[O:8].[C:18]([O:22][C:23]([NH:25][C@@H:26]([CH3:30])[C:27](O)=[O:28])=[O:24])([CH3:21])([CH3:20])[CH3:19]. The product is [O:28]=[C:27]([NH:1][N:2]1[CH:6]=[CH:5][CH:4]=[C:3]1[C:7](=[O:8])[NH:9][C@H:10]([C:12]1[CH:17]=[CH:16][CH:15]=[CH:14][CH:13]=1)[CH3:11])[C@@H:26]([NH:25][C:23](=[O:24])[O:22][C:18]([CH3:21])([CH3:20])[CH3:19])[CH3:30]. No catalyst specified. The yield is 0.920. (5) The reactants are [CH2:1]([C:3]1[CH:4]=[N:5][C:6]([N:9]2[CH2:14][CH2:13][CH:12]([N:15]3[CH2:19][CH2:18][C@H:17]([NH:20]C(=O)OC(C)(C)C)[C:16]3=[O:28])[CH2:11][CH2:10]2)=[N:7][CH:8]=1)[CH3:2]. The catalyst is C(O)(C(F)(F)F)=O.C(Cl)Cl. The product is [NH2:20][C@H:17]1[CH2:18][CH2:19][N:15]([CH:12]2[CH2:13][CH2:14][N:9]([C:6]3[N:7]=[CH:8][C:3]([CH2:1][CH3:2])=[CH:4][N:5]=3)[CH2:10][CH2:11]2)[C:16]1=[O:28]. The yield is 1.00. (6) The yield is 0.800. The product is [C:16]1([C:12]2[C:11]3[C:6]([C:5]([C:4]4[CH:13]=[CH:14][CH:15]=[CH:2][CH:3]=4)=[C:22]4[C:23]=2[CH:24]=[C:25]([B:35]([OH:36])[OH:34])[CH:26]=[CH:27]4)=[CH:7][CH:8]=[CH:9][CH:10]=3)[CH:21]=[CH:20][CH:19]=[CH:18][CH:17]=1. The catalyst is C1COCC1. The reactants are Br[C:2]1[CH:15]=[CH:14][C:13]2[C:4](=[C:5]([C:22]3[CH:27]=[CH:26][CH:25]=[CH:24][CH:23]=3)[C:6]3[C:11]([C:12]=2[C:16]2[CH:21]=[CH:20][CH:19]=[CH:18][CH:17]=2)=[CH:10][CH:9]=[CH:8][CH:7]=3)[CH:3]=1.C([Li])CCC.C[O:34][B:35](OC)[O:36]C. (7) The reactants are [C:1]1([NH2:11])[C:10]2[CH2:9][CH2:8][CH2:7][CH2:6][C:5]=2[CH:4]=[CH:3][CH:2]=1.N1C2C(=CC=C3CCCC3=2)[C:14](=[O:24])[C:13]1=[O:25]. No catalyst specified. The product is [CH:7]1[CH:6]=[C:5]2[CH:4]=[CH:3][C:2]3[C:13](=[O:25])[C:14](=[O:24])[NH:11][C:1]=3[C:10]2=[CH:9][CH:8]=1. The yield is 0.540. (8) The reactants are [C:1]1([C:7]#[C:8][C:9]2[CH:14]=[CH:13][NH:12][C:11](=[O:15])[N:10]=2)[CH:6]=[CH:5][CH:4]=[CH:3][CH:2]=1.[OH:16][C:17]([CH3:32])([CH3:31])[CH2:18][O:19][C:20]1[CH:25]=[CH:24][C:23](B(O)O)=[CH:22][C:21]=1[O:29][CH3:30].CN(C)CCN(C)C.C(OC)(C)(C)C. The catalyst is CO.O.C(Cl)Cl.C([O-])(=O)C.[Cu+2].C([O-])(=O)C. The product is [OH:16][C:17]([CH3:32])([CH3:31])[CH2:18][O:19][C:20]1[CH:25]=[CH:24][C:23]([N:12]2[CH:13]=[CH:14][C:9]([C:8]#[C:7][C:1]3[CH:6]=[CH:5][CH:4]=[CH:3][CH:2]=3)=[N:10][C:11]2=[O:15])=[CH:22][C:21]=1[O:29][CH3:30]. The yield is 0.370.